Predict the product of the given reaction. From a dataset of Forward reaction prediction with 1.9M reactions from USPTO patents (1976-2016). Given the reactants [F:1][C:2]1[CH:8]=[C:7]([I:9])[CH:6]=[CH:5][C:3]=1[NH2:4].[Cl:10][C:11]1[CH:16]=[CH:15][CH:14]=[C:13]([Cl:17])[C:12]=1[S:18](Cl)(=[O:20])=[O:19], predict the reaction product. The product is: [Cl:10][C:11]1[CH:16]=[CH:15][CH:14]=[C:13]([Cl:17])[C:12]=1[S:18]([NH:4][C:3]1[CH:5]=[CH:6][C:7]([I:9])=[CH:8][C:2]=1[F:1])(=[O:20])=[O:19].